From a dataset of Reaction yield outcomes from USPTO patents with 853,638 reactions. Predict the reaction yield, written as a fraction of the theoretical maximum amount of product (1.0 means a 100% yield; for example, 0.34 means a 34% yield). (1) The yield is 0.900. The reactants are C(OC(=O)[NH:7][C@H:8]([C:19](=[S:21])[NH2:20])[CH2:9][C:10]1[CH:15]=[CH:14][C:13]([N+:16]([O-:18])=[O:17])=[CH:12][CH:11]=1)(C)(C)C.Br[CH2:24][C:25](=O)[CH2:26][CH3:27].C(OCC)C. The catalyst is CC#N. The product is [CH2:26]([C:25]1[N:20]=[C:19]([C@@H:8]([NH2:7])[CH2:9][C:10]2[CH:11]=[CH:12][C:13]([N+:16]([O-:18])=[O:17])=[CH:14][CH:15]=2)[S:21][CH:24]=1)[CH3:27]. (2) The reactants are [C:1]([O:5][C:6]([NH:8][C@H:9]([CH:25]=O)[CH2:10][C:11]1[CH:16]=[CH:15][C:14]([O:17][CH2:18][C:19]2[CH:24]=[CH:23][CH:22]=[CH:21][CH:20]=2)=[CH:13][CH:12]=1)=[O:7])([CH3:4])([CH3:3])[CH3:2].[C:27]([NH2:31])([CH3:30])([CH3:29])[CH3:28].C([BH3-])#N.[Na+]. The catalyst is CO. The product is [C:1]([O:5][C:6](=[O:7])[NH:8][C@H:9]([CH2:25][NH:31][C:27]([CH3:30])([CH3:29])[CH3:28])[CH2:10][C:11]1[CH:12]=[CH:13][C:14]([O:17][CH2:18][C:19]2[CH:24]=[CH:23][CH:22]=[CH:21][CH:20]=2)=[CH:15][CH:16]=1)([CH3:4])([CH3:2])[CH3:3]. The yield is 0.180.